Task: Predict the reactants needed to synthesize the given product.. Dataset: Full USPTO retrosynthesis dataset with 1.9M reactions from patents (1976-2016) (1) Given the product [N:9]([C:10]1[CH:15]=[CH:14][C:13]([N:16]2[CH2:21][CH2:20][CH2:19][CH2:18][C:17]2=[O:22])=[CH:12][CH:11]=1)=[C:2]=[O:3], predict the reactants needed to synthesize it. The reactants are: Cl[C:2](OC(Cl)(Cl)Cl)=[O:3].[NH2:9][C:10]1[CH:15]=[CH:14][C:13]([N:16]2[CH2:21][CH2:20][CH2:19][CH2:18][C:17]2=[O:22])=[CH:12][CH:11]=1. (2) Given the product [Cl:1][C:2]1[CH:3]=[C:4]2[C:9](=[CH:10][CH:11]=1)[N:8]=[C:7]([NH:12][C:13]([N:29]1[CH2:30][CH2:31][N:26]([C:20]3[CH:25]=[CH:24][CH:23]=[CH:22][CH:21]=3)[CH2:27][CH2:28]1)=[O:17])[C:6]([O:18][CH3:19])=[N:5]2, predict the reactants needed to synthesize it. The reactants are: [Cl:1][C:2]1[CH:3]=[C:4]2[C:9](=[CH:10][CH:11]=1)[N:8]=[C:7]([NH:12][C:13](=[O:17])OCC)[C:6]([O:18][CH3:19])=[N:5]2.[C:20]1([N:26]2[CH2:31][CH2:30][NH:29][CH2:28][CH2:27]2)[CH:25]=[CH:24][CH:23]=[CH:22][CH:21]=1.C1CCN2C(=NCCC2)CC1. (3) The reactants are: [NH4+].[Cl-].[CH3:3][O:4][C:5](=[O:36])[C:6]1[CH:11]=[C:10]([O:12][C:13]2[CH:18]=[CH:17][C:16]([N+:19]([O-])=O)=[C:15]([O:22][CH2:23][CH3:24])[CH:14]=2)[CH:9]=[CH:8][C:7]=1[NH:25][S:26]([C:29]1[CH:34]=[CH:33][C:32]([CH3:35])=[CH:31][CH:30]=1)(=[O:28])=[O:27].CO.C1COCC1. Given the product [CH3:3][O:4][C:5](=[O:36])[C:6]1[CH:11]=[C:10]([O:12][C:13]2[CH:18]=[CH:17][C:16]([NH2:19])=[C:15]([O:22][CH2:23][CH3:24])[CH:14]=2)[CH:9]=[CH:8][C:7]=1[NH:25][S:26]([C:29]1[CH:30]=[CH:31][C:32]([CH3:35])=[CH:33][CH:34]=1)(=[O:28])=[O:27], predict the reactants needed to synthesize it. (4) Given the product [Cl:19][C:8]1[N:7]=[C:6]([C:4]([OH:5])=[O:3])[C:11]([NH:12][C:13]2[CH:18]=[N:17][CH:16]=[N:15][CH:14]=2)=[CH:10][CH:9]=1, predict the reactants needed to synthesize it. The reactants are: C([O:3][C:4]([C:6]1[C:11]([NH:12][C:13]2[CH:14]=[N:15][CH:16]=[N:17][CH:18]=2)=[CH:10][CH:9]=[C:8]([Cl:19])[N:7]=1)=[O:5])C.[Li+].[OH-].Cl. (5) Given the product [CH3:21][C:2]1([CH3:1])[O:6][CH:5]([CH2:7][O:8][C:9]2[CH:14]=[CH:13][N:12]3[C:15]([C:18]([NH:52][C:50]4[CH:49]=[CH:48][CH:47]=[C:46]5[C:51]=4[C:43]([CH2:41][CH3:42])=[N:44][N:45]5[CH2:53][C:54]4[CH:59]=[CH:58][CH:57]=[C:56]([CH3:60])[N:55]=4)=[O:20])=[CH:16][N:17]=[C:11]3[CH:10]=2)[CH2:4][O:3]1, predict the reactants needed to synthesize it. The reactants are: [CH3:1][C:2]1([CH3:21])[O:6][CH:5]([CH2:7][O:8][C:9]2[CH:14]=[CH:13][N:12]3[C:15]([C:18]([OH:20])=O)=[CH:16][N:17]=[C:11]3[CH:10]=2)[CH2:4][O:3]1.ClC1C=C(Cl)C=C(Cl)C=1C(Cl)=O.C(N(CC)CC)C.[CH2:41]([C:43]1[C:51]2[C:50]([NH2:52])=[CH:49][CH:48]=[CH:47][C:46]=2[N:45]([CH2:53][C:54]2[CH:59]=[CH:58][CH:57]=[C:56]([CH3:60])[N:55]=2)[N:44]=1)[CH3:42].C[Si]([N-][Si](C)(C)C)(C)C.[Li+]. (6) Given the product [I:1][C:2]1[CH:7]=[CH:6][C:5]([O:8][CH3:17])=[C:4]([C:9]([F:10])([F:11])[F:12])[C:3]=1[C:13]([F:14])([F:15])[F:16], predict the reactants needed to synthesize it. The reactants are: [I:1][C:2]1[CH:7]=[CH:6][C:5]([OH:8])=[C:4]([C:9]([F:12])([F:11])[F:10])[C:3]=1[C:13]([F:16])([F:15])[F:14].[C:17](=O)([O-])[O-].[K+].[K+].CI. (7) Given the product [C:4]1(=[O:19])[N:5]([CH2:6][CH2:7][C:8]2[CH:16]=[CH:15][CH:14]=[C:13]3[C:9]=2[CH2:10][C:11](=[O:17])[NH:12]3)[C:1](=[O:24])[C:2]2=[CH:23][CH:22]=[CH:21][CH:20]=[C:3]12, predict the reactants needed to synthesize it. The reactants are: [C:1]1(=[O:24])[N:5]([CH2:6][CH2:7][C:8]2[CH:16]=[CH:15][CH:14]=[C:13]3[C:9]=2[CH:10](Cl)[C:11](=[O:17])[NH:12]3)[C:4](=[O:19])[C:3]2=[CH:20][CH:21]=[CH:22][CH:23]=[C:2]12.C(N(CC)CC)C.